This data is from Catalyst prediction with 721,799 reactions and 888 catalyst types from USPTO. The task is: Predict which catalyst facilitates the given reaction. (1) Reactant: [OH:1][C:2]1[CH:3]=[C:4]2[C:9](=[CH:10][CH:11]=1)[N:8]=[CH:7][N:6]=[CH:5]2.Br[CH:13]([CH2:23][CH3:24])[C:14]([NH:16][C:17]([CH3:22])([CH3:21])[C:18]#[C:19][CH3:20])=[O:15].C(=O)([O-])[O-].[K+].[K+].C(OCC)(=O)C.CCCCCC. Product: [N:8]1[C:9]2[C:4](=[CH:3][C:2]([O:1][CH:13]([CH2:23][CH3:24])[C:14]([NH:16][C:17]([CH3:22])([CH3:21])[C:18]#[C:19][CH3:20])=[O:15])=[CH:11][CH:10]=2)[CH:5]=[N:6][CH:7]=1. The catalyst class is: 35. (2) Reactant: [NH:1](C(OC(C)(C)C)=O)[C:2]([C:5]([NH:7][C@@H:8]([C:19]([N:21]1[CH2:28][CH2:27][CH2:26][C@@H:22]1[C:23]([OH:25])=[O:24])=[O:20])[CH2:9][C:10]1[C:18]2[C:13](=[CH:14][CH:15]=[CH:16][CH:17]=2)[NH:12][CH:11]=1)=[O:6])([CH3:4])[CH3:3].[CH2:36]([N-:40][CH2:41][CH:42]([CH3:44])[CH3:43])[CH:37]([CH3:39])[CH3:38].CSC.C(S)CS.N[C@H](C(O)=O)CC1C2C(=CC=CC=2)NC=1.FC(F)(F)C(O)=O. Product: [NH2:1][C:2]([C:5]([NH:7][C@@H:8]([C:19]([N:21]1[CH2:28][CH2:27][CH2:26][C@@H:22]1[C:23]([OH:25])=[O:24])=[O:20])[CH2:9][C:10]1[C:18]2[C:13](=[CH:14][CH:15]=[CH:16][CH:17]=2)[NH:12][CH:11]=1)=[O:6])([CH3:3])[CH3:4].[CH2:36]([N-:40][CH2:41][CH:42]([CH3:44])[CH3:43])[CH:37]([CH3:39])[CH3:38]. The catalyst class is: 2. (3) Reactant: C(OC([N:8]1[CH2:13][CH2:12][N:11]([S:14]([C:17]2[CH:22]=[CH:21][C:20]([NH:23][C:24](=[O:27])[CH:25]=[CH2:26])=[CH:19][C:18]=2[O:28][CH3:29])(=[O:16])=[O:15])[CH2:10][CH2:9]1)=O)(C)(C)C.FC(F)(F)C(O)=O. Product: [CH3:29][O:28][C:18]1[CH:19]=[C:20]([NH:23][C:24](=[O:27])[CH:25]=[CH2:26])[CH:21]=[CH:22][C:17]=1[S:14]([N:11]1[CH2:10][CH2:9][NH:8][CH2:13][CH2:12]1)(=[O:16])=[O:15]. The catalyst class is: 2.